This data is from NCI-60 drug combinations with 297,098 pairs across 59 cell lines. The task is: Regression. Given two drug SMILES strings and cell line genomic features, predict the synergy score measuring deviation from expected non-interaction effect. (1) Drug 1: C1=C(C(=O)NC(=O)N1)N(CCCl)CCCl. Drug 2: C1=CC=C(C(=C1)C(C2=CC=C(C=C2)Cl)C(Cl)Cl)Cl. Cell line: CAKI-1. Synergy scores: CSS=53.5, Synergy_ZIP=6.55, Synergy_Bliss=8.52, Synergy_Loewe=-0.872, Synergy_HSA=8.62. (2) Drug 1: CC(C1=C(C=CC(=C1Cl)F)Cl)OC2=C(N=CC(=C2)C3=CN(N=C3)C4CCNCC4)N. Drug 2: C1CN(CCN1C(=O)CCBr)C(=O)CCBr. Cell line: MALME-3M. Synergy scores: CSS=14.0, Synergy_ZIP=1.65, Synergy_Bliss=5.80, Synergy_Loewe=4.98, Synergy_HSA=5.39. (3) Drug 1: CN(C)N=NC1=C(NC=N1)C(=O)N. Drug 2: CCC1(CC2CC(C3=C(CCN(C2)C1)C4=CC=CC=C4N3)(C5=C(C=C6C(=C5)C78CCN9C7C(C=CC9)(C(C(C8N6C=O)(C(=O)OC)O)OC(=O)C)CC)OC)C(=O)OC)O.OS(=O)(=O)O. Cell line: UO-31. Synergy scores: CSS=16.8, Synergy_ZIP=-7.16, Synergy_Bliss=-3.94, Synergy_Loewe=-2.51, Synergy_HSA=-2.55.